Predict which catalyst facilitates the given reaction. From a dataset of Catalyst prediction with 721,799 reactions and 888 catalyst types from USPTO. Reactant: [C:1]1([CH3:7])[CH:6]=[CH:5][CH:4]=[CH:3][CH:2]=1.[C:8]1([C:24]2[CH:36]=[C:35]3[C:27]([C:28]4[CH:29]=[CH:30][C:31](B(O)O)=[CH:32][C:33]=4[C:34]3([CH2:45][CH2:46][CH2:47][CH2:48][CH2:49][CH2:50][CH2:51][CH3:52])[CH2:37][CH2:38][CH2:39][CH2:40][CH2:41][CH2:42][CH2:43][CH3:44])=[CH:26][CH:25]=2)[C:21]2[C:22]3=[C:23]4[C:18](=[CH:19][CH:20]=2)[CH:17]=[CH:16][CH:15]=[C:14]4[CH:13]=[CH:12][C:11]3=[CH:10][CH:9]=1.C([O-])([O-])=O.[Na+].[Na+]. Product: [CH:5]1[C:6]2[C:1](=[C:7]([C:31]3[CH:32]=[C:33]4[C:28]([C:27]5[CH:26]=[CH:25][C:24]([C:8]6[C:21]7[C:22]8=[C:23]9[C:18](=[CH:19][CH:20]=7)[CH:17]=[CH:16][CH:15]=[C:14]9[CH:13]=[CH:12][C:11]8=[CH:10][CH:9]=6)=[CH:36][C:35]=5[C:34]4([CH2:37][CH2:38][CH2:39][CH2:40][CH2:41][CH2:42][CH2:43][CH3:44])[CH2:45][CH2:46][CH2:47][CH2:48][CH2:49][CH2:50][CH2:51][CH3:52])=[CH:29][CH:30]=3)[C:6]3[C:1]([C:7]=2[C:2]2[C:1]4[C:6]([CH:5]=[C:4]5[C:3]=2[CH:3]=[CH:2][CH:1]=[CH:7]5)=[CH:6][CH:5]=[CH:4][CH:7]=4)=[CH:2][CH:3]=[CH:4][CH:5]=3)[CH:2]=[CH:3][CH:4]=1. The catalyst class is: 461.